This data is from Full USPTO retrosynthesis dataset with 1.9M reactions from patents (1976-2016). The task is: Predict the reactants needed to synthesize the given product. (1) Given the product [F:1][C:2]1[CH:7]=[CH:6][C:5]([C:12]2[CH:13]=[CH:14][C:15]([CH3:23])=[C:16]([NH:17][CH2:18][CH:19]([CH3:21])[CH3:20])[CH:22]=2)=[CH:4][CH:3]=1, predict the reactants needed to synthesize it. The reactants are: [F:1][C:2]1[CH:7]=[CH:6][C:5](B(O)O)=[CH:4][CH:3]=1.Br[C:12]1[CH:13]=[CH:14][C:15]([CH3:23])=[C:16]([CH:22]=1)[NH:17][CH2:18][CH:19]([CH3:21])[CH3:20]. (2) Given the product [Cl:23][C:24]1[CH:25]=[C:26]([NH:30][C:31]([NH:20][CH2:19][CH2:18][CH2:17][N:8]2[CH:7]([CH2:6][C:5]3[CH:21]=[CH:22][C:2]([F:1])=[CH:3][CH:4]=3)[CH2:16][C:15]3[C:10](=[CH:11][CH:12]=[CH:13][CH:14]=3)[CH2:9]2)=[O:32])[CH:27]=[CH:28][CH:29]=1, predict the reactants needed to synthesize it. The reactants are: [F:1][C:2]1[CH:22]=[CH:21][C:5]([CH2:6][CH:7]2[CH2:16][C:15]3[C:10](=[CH:11][CH:12]=[CH:13][CH:14]=3)[CH2:9][N:8]2[CH2:17][CH2:18][CH2:19][NH2:20])=[CH:4][CH:3]=1.[Cl:23][C:24]1[CH:25]=[C:26]([N:30]=[C:31]=[O:32])[CH:27]=[CH:28][CH:29]=1. (3) Given the product [Cl:1][C:2]1[CH:3]=[C:4]([C:8]2[N:16]=[C:15]([C:17]#[N:18])[N:14]=[C:13]3[C:9]=2[N:10]([CH2:19][C@H:20]2[CH2:25][CH2:24][C@H:23]([CH3:26])[CH2:22][CH2:21]2)[C:11]([CH:47]([OH:48])[CH:44]2[CH2:45][CH2:46][O:41][CH2:42][CH2:43]2)=[N:12]3)[CH:5]=[N:6][CH:7]=1, predict the reactants needed to synthesize it. The reactants are: [Cl:1][C:2]1[CH:3]=[C:4]([C:8]2[N:16]=[C:15]([C:17]#[N:18])[N:14]=[C:13]3[C:9]=2[N:10]([CH2:19][C@H:20]2[CH2:25][CH2:24][C@H:23]([CH3:26])[CH2:22][CH2:21]2)[CH:11]=[N:12]3)[CH:5]=[N:6][CH:7]=1.CC1(C)CCCC(C)(C)N1[Mg]Cl.[Cl-].[Li+].[O:41]1[CH2:46][CH2:45][CH:44]([CH:47]=[O:48])[CH2:43][CH2:42]1.